From a dataset of Catalyst prediction with 721,799 reactions and 888 catalyst types from USPTO. Predict which catalyst facilitates the given reaction. (1) Reactant: [CH3:1][C:2]1[CH:28]=[CH:27][C:5]([C:6]([C:8]2[CH:13]=[CH:12][CH:11]=[CH:10][C:9]=2[NH:14][C:15]2[C:20]([C:21]#[N:22])=[CH:19][N:18]=[C:17](S(C)(=O)=O)[N:16]=2)=[O:7])=[CH:4][CH:3]=1.[CH3:29][O:30][C:31]1[CH:32]=[C:33]([CH:35]=[C:36]([O:40][CH3:41])[C:37]=1[O:38][CH3:39])[NH2:34].Cl. Product: [CH3:1][C:2]1[CH:28]=[CH:27][C:5]([C:6]([C:8]2[CH:13]=[CH:12][CH:11]=[CH:10][C:9]=2[NH:14][C:15]2[C:20]([C:21]#[N:22])=[CH:19][N:18]=[C:17]([NH:34][C:33]3[CH:35]=[C:36]([O:40][CH3:41])[C:37]([O:38][CH3:39])=[C:31]([O:30][CH3:29])[CH:32]=3)[N:16]=2)=[O:7])=[CH:4][CH:3]=1. The catalyst class is: 621. (2) Reactant: [F:1][C:2]1[CH:7]=[CH:6][C:5]([N:8]2[C:12]3[CH:13]=[N:14][CH:15]=[C:16]([C:17]([OH:19])=O)[C:11]=3[CH:10]=[N:9]2)=[CH:4][CH:3]=1.CCN(C(C)C)C(C)C.CN(C(ON1N=NC2C=CC=NC1=2)=[N+](C)C)C.F[P-](F)(F)(F)(F)F.Cl.[CH3:54][S:55]([C:58]1[CH:63]=[C:62]([C@@H:64]([NH2:66])[CH3:65])[CH:61]=[CH:60][N:59]=1)(=[O:57])=[O:56].C(=O)(O)[O-].[Na+]. Product: [CH3:54][S:55]([C:58]1[CH:63]=[C:62]([C@@H:64]([NH:66][C:17]([C:16]2[C:11]3[CH:10]=[N:9][N:8]([C:5]4[CH:4]=[CH:3][C:2]([F:1])=[CH:7][CH:6]=4)[C:12]=3[CH:13]=[N:14][CH:15]=2)=[O:19])[CH3:65])[CH:61]=[CH:60][N:59]=1)(=[O:57])=[O:56]. The catalyst class is: 18. (3) Reactant: [CH2:1]([O:3][C:4]([C:6]1[C:7](=[O:18])[NH:8][N:9]=[C:10]([CH2:13][C:14]([CH3:17])([CH3:16])[CH3:15])[C:11]=1[OH:12])=[O:5])[CH3:2].[H-].[Na+].Br[CH2:22][CH:23]1[CH2:26][CH2:25][CH2:24]1. Product: [CH2:1]([O:3][C:4]([C:6]1[C:7](=[O:18])[N:8]([CH2:22][CH:23]2[CH2:26][CH2:25][CH2:24]2)[N:9]=[C:10]([CH2:13][C:14]([CH3:17])([CH3:16])[CH3:15])[C:11]=1[OH:12])=[O:5])[CH3:2]. The catalyst class is: 517. (4) Reactant: [Cl:1][C:2]1[CH:3]=[C:4]([NH:9][C:10]2[C:11]3[CH2:18][C:17](=[O:19])[NH:16][C:12]=3[N:13]=[CH:14][N:15]=2)[CH:5]=[CH:6][C:7]=1[F:8].[CH:20]([C:22]1[NH:23][C:24]([CH:32]([CH3:34])[CH3:33])=[CH:25][C:26]=1[CH2:27][CH2:28][C:29]([OH:31])=[O:30])=O. Product: [Cl:1][C:2]1[CH:3]=[C:4]([NH:9][C:10]2[C:11]3[C:18](=[CH:20][C:22]4[NH:23][C:24]([CH:32]([CH3:34])[CH3:33])=[CH:25][C:26]=4[CH2:27][CH2:28][C:29]([OH:31])=[O:30])[C:17](=[O:19])[NH:16][C:12]=3[N:13]=[CH:14][N:15]=2)[CH:5]=[CH:6][C:7]=1[F:8]. The catalyst class is: 495. (5) Reactant: [H-].[Al+3].[Li+].[H-].[H-].[H-].[Cl:7][C:8]1[CH:20]=[CH:19][CH:18]=[C:17]([Cl:21])[C:9]=1[CH:10]=[CH:11][C:12](OCC)=[O:13].[Cl-].[NH4+]. Product: [Cl:7][C:8]1[CH:20]=[CH:19][CH:18]=[C:17]([Cl:21])[C:9]=1[CH2:10][CH2:11][CH2:12][OH:13]. The catalyst class is: 1.